This data is from Reaction yield outcomes from USPTO patents with 853,638 reactions. The task is: Predict the reaction yield, written as a fraction of the theoretical maximum amount of product (1.0 means a 100% yield; for example, 0.34 means a 34% yield). (1) The reactants are [C:1]1([NH:7][C:8]2[CH:13]=[CH:12][CH:11]=[CH:10][C:9]=2[NH2:14])[CH:6]=[CH:5][CH:4]=[CH:3][CH:2]=1.C(N(C(C)C)C(C)C)C.Cl[C:25]1[N:30]=[C:29]([C:31]2[CH:36]=[CH:35][CH:34]=[CH:33][CH:32]=2)[N:28]=[C:27]([C:37]2[CH:42]=[CH:41][CH:40]=[CH:39][CH:38]=2)[N:26]=1.CCCCCCC. The catalyst is C1COCC1.C(O)C.ClCCl. The product is [C:1]1([NH:7][C:8]2[CH:13]=[CH:12][CH:11]=[CH:10][C:9]=2[NH:14][C:25]2[N:30]=[C:29]([C:31]3[CH:36]=[CH:35][CH:34]=[CH:33][CH:32]=3)[N:28]=[C:27]([C:37]3[CH:38]=[CH:39][CH:40]=[CH:41][CH:42]=3)[N:26]=2)[CH:2]=[CH:3][CH:4]=[CH:5][CH:6]=1. The yield is 0.880. (2) The reactants are [CH3:1][O:2][C:3]1[CH:4]=[C:5]([CH:8]=[CH:9][C:10]=1[O:11][CH3:12])[CH2:6][NH2:7].C(N1[C:22](=[O:23])[C:21]2=[CH:24][CH:25]=[CH:26][CH:27]=[C:20]2[C:19]1=[O:28])(OCC)=O. The catalyst is O1CCCC1.C(N(CC)CC)C. The product is [C:19]1(=[O:28])[N:7]([CH2:6][C:5]2[CH:8]=[CH:9][C:10]([O:11][CH3:12])=[C:3]([O:2][CH3:1])[CH:4]=2)[C:22](=[O:23])[C:21]2=[CH:24][CH:25]=[CH:26][CH:27]=[C:20]12. The yield is 0.600. (3) The reactants are C([N:8]1[CH2:13][CH2:12][N:11]([C:14]2([C:17]([O:19][CH2:20][CH3:21])=[O:18])[CH2:16][CH2:15]2)[CH2:10][CH2:9]1)C1C=CC=CC=1.[Cl:22]CCl. The catalyst is CCOC(C)=O. The product is [ClH:22].[N:11]1([C:14]2([C:17]([O:19][CH2:20][CH3:21])=[O:18])[CH2:16][CH2:15]2)[CH2:10][CH2:9][NH:8][CH2:13][CH2:12]1. The yield is 0.920. (4) The reactants are [Cl:1][C:2]1[CH:9]=[CH:8][C:5]([C:6]#[N:7])=[C:4](F)[CH:3]=1.[OH:11][C:12]1[CH:13]=[C:14]([CH:17]=[CH:18][CH:19]=1)[CH:15]=[O:16].C(=O)([O-])[O-].[Cs+].[Cs+].O. The catalyst is CN(C=O)C. The product is [Cl:1][C:2]1[CH:9]=[CH:8][C:5]([C:6]#[N:7])=[C:4]([O:11][C:12]2[CH:19]=[CH:18][CH:17]=[C:14]([CH:15]=[O:16])[CH:13]=2)[CH:3]=1. The yield is 0.910.